From a dataset of Forward reaction prediction with 1.9M reactions from USPTO patents (1976-2016). Predict the product of the given reaction. (1) The product is: [N+:27]([C:30]1[CH:31]=[CH:32][C:33]([C:34]([N:16]2[CH2:15][C@H:14]([NH:13][C:12](=[O:26])[O:11][C:7]([CH3:10])([CH3:8])[CH3:9])[C:20](=[O:21])[NH:19][C:18]3[CH:22]=[CH:23][CH:24]=[CH:25][C:17]2=3)=[O:35])=[CH:37][CH:38]=1)([O-:29])=[O:28]. Given the reactants N1C=CC=CC=1.[C:7]([O:11][C:12](=[O:26])[NH:13][C@@H:14]1[C:20](=[O:21])[NH:19][C:18]2[CH:22]=[CH:23][CH:24]=[CH:25][C:17]=2[NH:16][CH2:15]1)([CH3:10])([CH3:9])[CH3:8].[N+:27]([C:30]1[CH:38]=[CH:37][C:33]([C:34](Cl)=[O:35])=[CH:32][CH:31]=1)([O-:29])=[O:28], predict the reaction product. (2) Given the reactants [Cl-].[F:2][C:3]1[CH:28]=[CH:27][C:6]([CH2:7][P+](C2C=CC=CC=2)(C2C=CC=CC=2)C2C=CC=CC=2)=[CH:5][CH:4]=1.[Li]CCCC.[C:34]([C:36]1[CH:41]=[CH:40][C:39]([N:42]2[CH2:47][CH2:46][C:45](=O)[CH2:44][CH2:43]2)=[CH:38][CH:37]=1)#[N:35], predict the reaction product. The product is: [F:2][C:3]1[CH:4]=[CH:5][C:6]([CH:7]=[C:45]2[CH2:46][CH2:47][N:42]([C:39]3[CH:40]=[CH:41][C:36]([C:34]#[N:35])=[CH:37][CH:38]=3)[CH2:43][CH2:44]2)=[CH:27][CH:28]=1.